From a dataset of Kir2.1 potassium channel HTS with 301,493 compounds. Binary Classification. Given a drug SMILES string, predict its activity (active/inactive) in a high-throughput screening assay against a specified biological target. (1) The drug is N1(CCCCC1)CCNc1n2c(nc3c2cccc3)c(c(c1)C)C#N. The result is 0 (inactive). (2) The compound is Clc1cc(C(=O)NNC(=O)c2cc(S(=O)(=O)N3CCOCC3)ccc2)ccc1O. The result is 0 (inactive). (3) The drug is s1c(c2nc3n(nc(C(=O)N4CCCc5c4cccc5)c3)c(c2)C(F)(F)F)ccc1. The result is 0 (inactive). (4) The molecule is S1(=O)(=O)CC(N(C(=O)c2ccc(S(=O)(=O)N3CCOCC3)cc2)c2ccccc2)C=C1. The result is 0 (inactive).